From a dataset of Reaction yield outcomes from USPTO patents with 853,638 reactions. Predict the reaction yield, written as a fraction of the theoretical maximum amount of product (1.0 means a 100% yield; for example, 0.34 means a 34% yield). (1) The product is [S:21]([C:18]1[CH:19]=[CH:20][C:15]([CH3:25])=[CH:16][CH:17]=1)([OH:24])(=[O:23])=[O:22].[CH3:3][NH:5][CH2:7][CH2:8][CH2:9][CH2:10][CH:11]=[CH2:12]. The reactants are FC(F)(F)[C:3]([N:5]([CH2:7][CH2:8][CH2:9][CH2:10][CH:11]=[CH2:12])C)=O.[C:15]1([CH3:25])[CH:20]=[CH:19][C:18]([S:21]([OH:24])(=[O:23])=[O:22])=[CH:17][CH:16]=1. The catalyst is CO. The yield is 0.760. (2) The reactants are Cl[C:2]1[N:3]=[CH:4][C:5]([C:8]([N:10]2[CH2:15][CH2:14][C:13]3[NH:16][C:17]([C:19]4[C:27]5[C:22](=[CH:23][C:24]([C:28]6[CH:33]=[C:32]([F:34])[C:31]([OH:35])=[CH:30][C:29]=6[CH2:36][CH3:37])=[CH:25][CH:26]=5)[NH:21][N:20]=4)=[N:18][C:12]=3[CH2:11]2)=[O:9])=[N:6][CH:7]=1.[CH3:38][N:39]([CH3:43])[CH2:40][CH2:41][NH2:42]. No catalyst specified. The product is [CH3:38][N:39]([CH3:43])[CH2:40][CH2:41][NH:42][C:2]1[N:3]=[CH:4][C:5]([C:8]([N:10]2[CH2:15][CH2:14][C:13]3[NH:16][C:17]([C:19]4[C:27]5[C:22](=[CH:23][C:24]([C:28]6[CH:33]=[C:32]([F:34])[C:31]([OH:35])=[CH:30][C:29]=6[CH2:36][CH3:37])=[CH:25][CH:26]=5)[NH:21][N:20]=4)=[N:18][C:12]=3[CH2:11]2)=[O:9])=[N:6][CH:7]=1. The yield is 0.460. (3) The reactants are [F:1][C:2]1[CH:32]=[CH:31][C:5]([CH2:6][NH:7][C:8]([C:10]2[N:11]=[C:12]3[N:17]([C:18](=[O:28])[C:19]=2[O:20][CH2:21][C:22]2[CH:27]=[CH:26][CH:25]=[CH:24][CH:23]=2)[CH2:16][CH2:15][O:14][C:13]3([CH3:30])[CH3:29])=[O:9])=[C:4](I)[CH:3]=1.[CH3:34][O:35][C:36]1[C:41](B(O)O)=[CH:40][CH:39]=[CH:38][N:37]=1.C(=O)([O-])[O-].[Na+].[Na+]. The catalyst is C(#N)C.O.C1C=CC([P]([Pd]([P](C2C=CC=CC=2)(C2C=CC=CC=2)C2C=CC=CC=2)([P](C2C=CC=CC=2)(C2C=CC=CC=2)C2C=CC=CC=2)[P](C2C=CC=CC=2)(C2C=CC=CC=2)C2C=CC=CC=2)(C2C=CC=CC=2)C2C=CC=CC=2)=CC=1. The product is [F:1][C:2]1[CH:32]=[CH:31][C:5]([CH2:6][NH:7][C:8]([C:10]2[N:11]=[C:12]3[N:17]([C:18](=[O:28])[C:19]=2[O:20][CH2:21][C:22]2[CH:27]=[CH:26][CH:25]=[CH:24][CH:23]=2)[CH2:16][CH2:15][O:14][C:13]3([CH3:30])[CH3:29])=[O:9])=[C:4]([C:41]2[C:36]([O:35][CH3:34])=[N:37][CH:38]=[CH:39][CH:40]=2)[CH:3]=1. The yield is 0.720. (4) The reactants are [Br:1][C:2]1[CH:7]=[C:6]([F:8])[CH:5]=[CH:4][C:3]=1[N+:9]([O-])=O.[CH:12]([Mg]Br)=[CH2:13].[NH4+].[Cl-]. The catalyst is C1COCC1. The product is [Br:1][C:2]1[CH:7]=[C:6]([F:8])[CH:5]=[C:4]2[C:3]=1[NH:9][CH:13]=[CH:12]2. The yield is 0.520. (5) The reactants are CS[C:3]([N:6]1[CH2:11][CH2:10][CH2:9][CH2:8][CH:7]1[C:12]1[N:13]=[N:14][N:15]([C:17]2[CH:22]=[CH:21][CH:20]=[C:19]([Cl:23])[CH:18]=2)[N:16]=1)=[N:4][CH3:5].[C:24]([NH:32][NH2:33])(=O)[C:25]1[CH:30]=[CH:29][N:28]=[CH:27][CH:26]=1. The catalyst is C(O)C.O. The product is [Cl:23][C:19]1[CH:18]=[C:17]([N:15]2[N:14]=[N:13][C:12]([CH:7]3[CH2:8][CH2:9][CH2:10][CH2:11][N:6]3[C:3]3[N:4]([CH3:5])[C:24]([C:25]4[CH:30]=[CH:29][N:28]=[CH:27][CH:26]=4)=[N:32][N:33]=3)=[N:16]2)[CH:22]=[CH:21][CH:20]=1. The yield is 0.403. (6) The reactants are [CH3:1][O:2][C:3]1[CH:8]=[CH:7][C:6]([C:9]2[C:17]([C:18](=O)[CH:19]([CH3:21])[CH3:20])=[C:12]3[CH:13]=[CH:14][CH:15]=[CH:16][N:11]3[N:10]=2)=[CH:5][CH:4]=1.Cl.[NH2:24][OH:25].[OH-].[Na+].Cl. The catalyst is CCO.O. The product is [CH3:1][O:2][C:3]1[CH:8]=[CH:7][C:6]([C:9]2[C:17]([C:18](=[N:24][OH:25])[CH:19]([CH3:21])[CH3:20])=[C:12]3[CH:13]=[CH:14][CH:15]=[CH:16][N:11]3[N:10]=2)=[CH:5][CH:4]=1. The yield is 0.505. (7) The reactants are [C:1]([SiH2:5][O:6][C:7]([CH3:17])([CH3:16])[C:8]1[CH:9]=[CH:10][C:11]([F:15])=[C:12]([OH:14])[CH:13]=1)([CH3:4])([CH3:3])[CH3:2].N1C=CN=C1.[C:23]([Si:27](Cl)([CH3:29])[CH3:28])([CH3:26])([CH3:25])[CH3:24]. The catalyst is CN(C=O)C. The product is [C:23]([Si:27]([CH3:29])([CH3:28])[O:14][C:12]1[CH:13]=[C:8]([C:7]([CH3:17])([CH3:16])[O:6][SiH2:5][C:1]([CH3:4])([CH3:2])[CH3:3])[CH:9]=[CH:10][C:11]=1[F:15])([CH3:26])([CH3:25])[CH3:24]. The yield is 0.680.